Dataset: Catalyst prediction with 721,799 reactions and 888 catalyst types from USPTO. Task: Predict which catalyst facilitates the given reaction. (1) Reactant: [Br:1][C:2]1[CH:3]=[CH:4][C:5]([NH:9][NH2:10])=[C:6]([OH:8])[CH:7]=1.C[C:12]1[CH:17]=[CH:16]C(S([O-])(=O)=O)=[CH:14][CH:13]=1.C(CC(=O)C)(=O)C. Product: [Br:1][C:2]1[CH:3]=[CH:4][C:5]([N:9]2[C:17]([CH3:16])=[CH:12][C:13]([CH3:14])=[N:10]2)=[C:6]([OH:8])[CH:7]=1. The catalyst class is: 8. (2) Reactant: [C:1]([O:5][C:6]([NH:8][C:9]1([C:12]([OH:14])=O)[CH2:11][CH2:10]1)=[O:7])([CH3:4])([CH3:3])[CH3:2].Cl.[O:16]([NH2:18])[CH3:17].CCN=C=NCCCN(C)C.Cl.C1C=CC2N(O)N=NC=2C=1.CN1CCOCC1. Product: [CH3:17][O:16][NH:18][C:12]([C:9]1([NH:8][C:6](=[O:7])[O:5][C:1]([CH3:2])([CH3:3])[CH3:4])[CH2:10][CH2:11]1)=[O:14]. The catalyst class is: 3.